From a dataset of NCI-60 drug combinations with 297,098 pairs across 59 cell lines. Regression. Given two drug SMILES strings and cell line genomic features, predict the synergy score measuring deviation from expected non-interaction effect. (1) Drug 1: CC1=C2C(C(=O)C3(C(CC4C(C3C(C(C2(C)C)(CC1OC(=O)C(C(C5=CC=CC=C5)NC(=O)OC(C)(C)C)O)O)OC(=O)C6=CC=CC=C6)(CO4)OC(=O)C)OC)C)OC. Drug 2: C1=CC(=CC=C1CC(C(=O)O)N)N(CCCl)CCCl.Cl. Cell line: PC-3. Synergy scores: CSS=54.6, Synergy_ZIP=11.3, Synergy_Bliss=10.7, Synergy_Loewe=-4.93, Synergy_HSA=12.6. (2) Cell line: HCC-2998. Drug 2: CC1=C(N=C(N=C1N)C(CC(=O)N)NCC(C(=O)N)N)C(=O)NC(C(C2=CN=CN2)OC3C(C(C(C(O3)CO)O)O)OC4C(C(C(C(O4)CO)O)OC(=O)N)O)C(=O)NC(C)C(C(C)C(=O)NC(C(C)O)C(=O)NCCC5=NC(=CS5)C6=NC(=CS6)C(=O)NCCC[S+](C)C)O. Drug 1: C1CCN(CC1)CCOC2=CC=C(C=C2)C(=O)C3=C(SC4=C3C=CC(=C4)O)C5=CC=C(C=C5)O. Synergy scores: CSS=-0.543, Synergy_ZIP=2.03, Synergy_Bliss=0.878, Synergy_Loewe=-6.36, Synergy_HSA=-5.16. (3) Drug 1: COC1=C(C=C2C(=C1)N=CN=C2NC3=CC(=C(C=C3)F)Cl)OCCCN4CCOCC4. Drug 2: C1C(C(OC1N2C=C(C(=O)NC2=O)F)CO)O. Cell line: NCI-H522. Synergy scores: CSS=43.4, Synergy_ZIP=-5.91, Synergy_Bliss=-6.69, Synergy_Loewe=-2.34, Synergy_HSA=-0.363. (4) Drug 1: C1=CC(=CC=C1CCC2=CNC3=C2C(=O)NC(=N3)N)C(=O)NC(CCC(=O)O)C(=O)O. Drug 2: CC12CCC3C(C1CCC2O)C(CC4=C3C=CC(=C4)O)CCCCCCCCCS(=O)CCCC(C(F)(F)F)(F)F. Cell line: SW-620. Synergy scores: CSS=20.9, Synergy_ZIP=7.69, Synergy_Bliss=7.06, Synergy_Loewe=-3.16, Synergy_HSA=7.22. (5) Drug 1: CC1CCC2CC(C(=CC=CC=CC(CC(C(=O)C(C(C(=CC(C(=O)CC(OC(=O)C3CCCCN3C(=O)C(=O)C1(O2)O)C(C)CC4CCC(C(C4)OC)OCCO)C)C)O)OC)C)C)C)OC. Drug 2: C1CN(P(=O)(OC1)NCCCl)CCCl. Cell line: SK-OV-3. Synergy scores: CSS=0.541, Synergy_ZIP=-2.69, Synergy_Bliss=-5.20, Synergy_Loewe=-28.2, Synergy_HSA=-8.99.